From a dataset of Reaction yield outcomes from USPTO patents with 853,638 reactions. Predict the reaction yield, written as a fraction of the theoretical maximum amount of product (1.0 means a 100% yield; for example, 0.34 means a 34% yield). (1) The reactants are [Cl-].O[NH3+:3].[C:4](=[O:7])([O-])[OH:5].[Na+].CS(C)=O.[OH:13][CH:14]([CH3:51])[CH2:15][O:16][C@H:17]1[CH2:22][CH2:21][C@H:20]([N:23]2[C:28](=[O:29])[C:27]([CH2:30][C:31]3[CH:36]=[CH:35][C:34]([C:37]4[C:38]([C:43]#[N:44])=[CH:39][CH:40]=[CH:41][CH:42]=4)=[CH:33][CH:32]=3)=[C:26]([CH2:45][CH2:46][CH3:47])[N:25]3[N:48]=[CH:49][CH:50]=[C:24]23)[CH2:19][CH2:18]1. The catalyst is C(OCC)(=O)C. The product is [OH:13][CH:14]([CH3:51])[CH2:15][O:16][C@H:17]1[CH2:22][CH2:21][C@H:20]([N:23]2[C:28](=[O:29])[C:27]([CH2:30][C:31]3[CH:36]=[CH:35][C:34]([C:37]4[CH:42]=[CH:41][CH:40]=[CH:39][C:38]=4[C:43]4[NH:3][C:4](=[O:7])[O:5][N:44]=4)=[CH:33][CH:32]=3)=[C:26]([CH2:45][CH2:46][CH3:47])[N:25]3[N:48]=[CH:49][CH:50]=[C:24]23)[CH2:19][CH2:18]1. The yield is 0.660. (2) The reactants are [CH3:1][C:2]1[CH:7]=[C:6]([N+:8]([O-:10])=[O:9])[CH:5]=[C:4]([CH3:11])[C:3]=1[OH:12].N1C=CC=CC=1.[F:19][C:20]([F:33])([F:32])[S:21](O[S:21]([C:20]([F:33])([F:32])[F:19])(=[O:23])=[O:22])(=[O:23])=[O:22]. The catalyst is ClCCl.[Cl-].[NH4+]. The product is [F:19][C:20]([F:33])([F:32])[S:21]([O:12][C:3]1[C:2]([CH3:1])=[CH:7][C:6]([N+:8]([O-:10])=[O:9])=[CH:5][C:4]=1[CH3:11])(=[O:23])=[O:22]. The yield is 0.930. (3) The reactants are [C:1]([NH:9][CH2:10][C:11]1[CH2:17][N:16]([CH2:18][C:19](=[O:30])[NH:20][CH:21]2[CH2:25][C:24](=[O:26])[O:23][CH:22]2[O:27]CC)[C:15](=[O:31])[CH:14]([NH:32][C:33]([C:35]2[C:44]3[C:39](=[CH:40][CH:41]=[CH:42][CH:43]=3)[CH:38]=[CH:37][N:36]=2)=[O:34])[CH2:13][CH:12]=1)(=[O:8])[C:2]1[CH:7]=[CH:6][CH:5]=[CH:4][CH:3]=1.FC(F)(F)C(O)=O. The catalyst is CC#N.O. The product is [C:1]([NH:9][CH2:10][C:11]1[CH2:17][N:16]([CH2:18][C:19](=[O:30])[NH:20][CH:21]2[CH2:25][C:24](=[O:26])[O:23][CH:22]2[OH:27])[C:15](=[O:31])[CH:14]([NH:32][C:33]([C:35]2[C:44]3[C:39](=[CH:40][CH:41]=[CH:42][CH:43]=3)[CH:38]=[CH:37][N:36]=2)=[O:34])[CH2:13][CH:12]=1)(=[O:8])[C:2]1[CH:3]=[CH:4][CH:5]=[CH:6][CH:7]=1. The yield is 0.510. (4) The reactants are [Br:1][C:2]1[S:3][C:4](C(O)=O)=[C:5]([C:7]2[CH:12]=[C:11]([Cl:13])[CH:10]=[CH:9][C:8]=2[O:14][CH3:15])[N:6]=1.C1(P(N=[N+]=[N-])(C2C=CC=CC=2)=[O:26])C=CC=CC=1.C([N:38]([CH2:41]C)CC)C.[C:43]([OH:47])([CH3:46])([CH3:45])[CH3:44]. No catalyst specified. The product is [Br:1][C:2]1[S:3][C:4]([NH:38][C:41](=[O:26])[O:47][C:43]([CH3:46])([CH3:45])[CH3:44])=[C:5]([C:7]2[CH:12]=[C:11]([Cl:13])[CH:10]=[CH:9][C:8]=2[O:14][CH3:15])[N:6]=1. The yield is 0.660.